Dataset: Full USPTO retrosynthesis dataset with 1.9M reactions from patents (1976-2016). Task: Predict the reactants needed to synthesize the given product. (1) Given the product [C:13](=[O:1])([OH:15])[O-:14].[CH2:2]([N+:9]([CH3:12])([CH3:11])[CH3:10])[C:3]1[CH:8]=[CH:7][CH:6]=[CH:5][CH:4]=1, predict the reactants needed to synthesize it. The reactants are: [OH-:1].[CH2:2]([N+:9]([CH3:12])([CH3:11])[CH3:10])[C:3]1[CH:8]=[CH:7][CH:6]=[CH:5][CH:4]=1.[C:13](=[O:15])=[O:14]. (2) Given the product [CH3:21][C:18]([O:17][C:15]([N:2]1[CH2:3][CH2:4][C:5]2[C:10](=[CH:9][CH:8]=[C:7]([C:11]([OH:13])=[O:12])[CH:6]=2)[CH2:1]1)=[O:16])([CH3:19])[CH3:20], predict the reactants needed to synthesize it. The reactants are: [CH2:1]1[C:10]2[C:5](=[CH:6][C:7]([C:11]([O:13]C)=[O:12])=[CH:8][CH:9]=2)[CH2:4][CH2:3][N:2]1[C:15]([O:17][C:18]([CH3:21])([CH3:20])[CH3:19])=[O:16].[OH-].[Na+]. (3) The reactants are: [ClH:1].[C:2]1([C:8]2[N:9]=[C:10]3[N:19]4[C:14]([CH2:15][N:16]([CH2:20][CH2:21][CH2:22][CH2:23][CH2:24][NH:25][S:26]([C:29]([F:32])([F:31])[F:30])(=[O:28])=[O:27])[CH2:17][C:18]=24)=[CH:13][CH:12]=[CH:11]3)[CH:7]=[CH:6][CH:5]=[CH:4][CH:3]=1. Given the product [ClH:1].[ClH:1].[C:2]1([C:8]2[N:9]=[C:10]3[N:19]4[C:14]([CH2:15][N:16]([CH2:20][CH2:21][CH2:22][CH2:23][CH2:24][NH:25][S:26]([C:29]([F:30])([F:31])[F:32])(=[O:28])=[O:27])[CH2:17][C:18]=24)=[CH:13][CH:12]=[CH:11]3)[CH:7]=[CH:6][CH:5]=[CH:4][CH:3]=1, predict the reactants needed to synthesize it. (4) Given the product [ClH:28].[Br:1][C:2]1[CH:3]=[C:4]([NH:8][C:9]2[N:10]=[CH:11][C:12]([C:20]([N:22]3[CH2:23][CH2:24][O:25][CH2:26][CH2:27]3)=[O:21])=[C:13]3[C:17]([CH3:18])=[CH:16][N:15]([CH3:19])[C:14]=23)[CH:5]=[CH:6][CH:7]=1, predict the reactants needed to synthesize it. The reactants are: [Br:1][C:2]1[CH:3]=[C:4]([NH:8][C:9]2[N:10]=[CH:11][C:12]([C:20]([N:22]3[CH2:27][CH2:26][O:25][CH2:24][CH2:23]3)=[O:21])=[C:13]3[C:17]([CH3:18])=[CH:16][N:15]([CH3:19])[C:14]=23)[CH:5]=[CH:6][CH:7]=1.[ClH:28]. (5) Given the product [Cl:13][C:14]1[S:15][C:16]([CH2:19][O:1][NH2:2])=[CH:17][CH:18]=1, predict the reactants needed to synthesize it. The reactants are: [OH:1][N:2]1C(=O)C2=CC=CC=C2C1=O.[Cl:13][C:14]1[S:15][C:16]([CH2:19]Cl)=[CH:17][CH:18]=1. (6) Given the product [Cl:8][C:5]1[N:4]=[C:3]([NH:9][C:10]([CH3:21])([CH3:20])[CH2:11][NH:12][C:13](=[O:19])[O:14][C:15]([CH3:18])([CH3:17])[CH3:16])[C:2]([C:27]#[C:26][CH:25]([O:28][CH2:29][CH3:30])[O:24][CH2:22][CH3:23])=[CH:7][N:6]=1, predict the reactants needed to synthesize it. The reactants are: Br[C:2]1[C:3]([NH:9][C:10]([CH3:21])([CH3:20])[CH2:11][NH:12][C:13](=[O:19])[O:14][C:15]([CH3:18])([CH3:17])[CH3:16])=[N:4][C:5]([Cl:8])=[N:6][CH:7]=1.[CH2:22]([O:24][CH:25]([O:28][CH2:29][CH3:30])[C:26]#[CH:27])[CH3:23].ClC1N=C(NCCNC(=O)OC(C)(C)C)C(C#CC(OCC)OCC)=CN=1.